This data is from Forward reaction prediction with 1.9M reactions from USPTO patents (1976-2016). The task is: Predict the product of the given reaction. (1) Given the reactants [Cl:1][C:2]1[C:7]([C:8]([F:11])([F:10])[F:9])=[CH:6][CH:5]=[CH:4][C:3]=1[C:12]([N:14]1[CH2:19][CH2:18][N:17]([CH2:20][CH3:21])[C:16](=[O:22])[CH2:15]1)=[O:13].Br.Br[CH2:25][C:26]1[CH:27]=[N:28][CH:29]=CC=1, predict the reaction product. The product is: [ClH:1].[Cl:1][C:2]1[C:7]([C:8]([F:11])([F:9])[F:10])=[CH:6][CH:5]=[CH:4][C:3]=1[C:12]([N:14]1[CH2:19][CH2:18][N:17]([CH2:20][C:21]2[CH:29]=[N:28][CH:27]=[CH:26][CH:25]=2)[C:16](=[O:22])[CH2:15]1)=[O:13]. (2) Given the reactants [S:1]1[CH:5]=[CH:4][C:3]2[C:6](=[O:14])[C:7]3[S:8][CH:9]=[CH:10][C:11]=3[C:12](=[O:13])[C:2]1=2.[OH-].[Na+].C1(C)C=CC(S(O[CH2:27][CH2:28][CH2:29][CH2:30][CH2:31][CH2:32][CH2:33][CH3:34])(=O)=O)=CC=1, predict the reaction product. The product is: [CH2:5]([O:14][C:6]1[C:7]2[S:8][CH:9]=[CH:10][C:11]=2[C:12]([O:13][CH2:34][CH2:33][CH2:32][CH2:31][CH2:30][CH2:29][CH2:28][CH3:27])=[C:2]2[S:1][CH:5]=[CH:4][C:3]=12)[CH2:4][CH2:3][CH2:2][CH2:12][CH2:11][CH2:7][CH3:6].